The task is: Predict the product of the given reaction.. This data is from Forward reaction prediction with 1.9M reactions from USPTO patents (1976-2016). Given the reactants [C:1]1([CH3:11])[CH:6]=[CH:5][C:4]([C:7]#[C:8][CH:9]=[O:10])=[CH:3][CH:2]=1.[CH2:12]([Mg]Br)[CH:13]=[CH2:14], predict the reaction product. The product is: [C:1]1([CH3:11])[CH:2]=[CH:3][C:4]([C:7]#[C:8][CH:9]([OH:10])[CH2:14][CH:13]=[CH2:12])=[CH:5][CH:6]=1.